This data is from Forward reaction prediction with 1.9M reactions from USPTO patents (1976-2016). The task is: Predict the product of the given reaction. (1) Given the reactants [NH2:1][C:2]1[NH:3][C:4](=[S:16])[C:5]([C:14]#[N:15])=[C:6]([C:8]2[CH:13]=[CH:12][CH:11]=[CH:10][CH:9]=2)[N:7]=1.Cl[CH2:18][C:19]([O:21][CH2:22][C:23]1[CH:28]=[CH:27][CH:26]=[CH:25][CH:24]=1)=[O:20].C[O-].[Na+], predict the reaction product. The product is: [CH2:22]([O:21][C:19](=[O:20])[CH2:18][S:16][C:4]1[C:5]([C:14]#[N:15])=[C:6]([C:8]2[CH:13]=[CH:12][CH:11]=[CH:10][CH:9]=2)[N:7]=[C:2]([NH2:1])[N:3]=1)[C:23]1[CH:28]=[CH:27][CH:26]=[CH:25][CH:24]=1. (2) Given the reactants [NH2:1][C:2]1[C:9]([I:10])=[CH:8][C:5]([C:6]#[N:7])=[C:4](Cl)[CH:3]=1.[NH:12]1[CH2:17][CH2:16][O:15][CH2:14][CH2:13]1, predict the reaction product. The product is: [NH2:1][C:2]1[C:9]([I:10])=[CH:8][C:5]([C:6]#[N:7])=[C:4]([N:12]2[CH2:17][CH2:16][O:15][CH2:14][CH2:13]2)[CH:3]=1. (3) The product is: [CH:1]1([N:4]2[C:13]3[C:8](=[C:9]([N+:18]([O-:20])=[O:19])[C:10]([F:17])=[C:11]([F:16])[C:12]=3[O:14][CH3:15])[C:7](=[O:21])[CH:6]([C:22]([O:24][CH2:25][CH3:26])=[O:23])[CH:5]2[CH3:28])[CH2:2][CH2:3]1. Given the reactants [CH:1]1([N:4]2[C:13]3[C:8](=[C:9]([N+:18]([O-:20])=[O:19])[C:10]([F:17])=[C:11]([F:16])[C:12]=3[O:14][CH3:15])[C:7](=[O:21])[C:6]([C:22]([O:24][CH2:25][CH3:26])=[O:23])=[CH:5]2)[CH2:3][CH2:2]1.Cl.[CH2:28]1COCC1, predict the reaction product. (4) Given the reactants C(OC(=O)[NH:7][C:8]1[CH:13]=[CH:12][C:11]([C:14]2C=C[CH:17]=[CH:16][C:15]=2F)=[CH:10][C:9]=1[NH:21][C:22](=[O:39])[CH2:23][C:24]([C:26]1[CH:31]=[CH:30][CH:29]=[C:28]([C:32]2[N:33]=[N:34][C:35]([CH3:38])=[CH:36][CH:37]=2)[CH:27]=1)=O)(C)(C)C.[C:41](O)([C:43]([F:46])(F)F)=O, predict the reaction product. The product is: [F:46][C:43]1[CH:41]=[CH:17][CH:16]=[CH:15][C:14]=1[C:11]1[CH:12]=[CH:13][C:8]2[N:7]=[C:24]([C:26]3[CH:31]=[CH:30][CH:29]=[C:28]([C:32]4[N:33]=[N:34][C:35]([CH3:38])=[CH:36][CH:37]=4)[CH:27]=3)[CH2:23][C:22](=[O:39])[NH:21][C:9]=2[CH:10]=1. (5) Given the reactants C[O:2][C:3]([C:5]1[CH:6]2[N:32]([C:33]([O:35][C:36]([CH3:39])([CH3:38])[CH3:37])=[O:34])[CH:10]([CH2:11][C:12]=1[C:13]1[CH:18]=[CH:17][C:16]([CH2:19][CH2:20][CH2:21][O:22][C:23]3[C:28]([F:29])=[CH:27][CH:26]=[C:25]([F:30])[C:24]=3[Cl:31])=[CH:15][CH:14]=1)[CH2:9][O:8][CH2:7]2)=[O:4].[OH-].[Na+], predict the reaction product. The product is: [C:36]([O:35][C:33]([N:32]1[CH:6]2[C:5]([C:3]([OH:4])=[O:2])=[C:12]([C:13]3[CH:14]=[CH:15][C:16]([CH2:19][CH2:20][CH2:21][O:22][C:23]4[C:28]([F:29])=[CH:27][CH:26]=[C:25]([F:30])[C:24]=4[Cl:31])=[CH:17][CH:18]=3)[CH2:11][CH:10]1[CH2:9][O:8][CH2:7]2)=[O:34])([CH3:39])([CH3:37])[CH3:38]. (6) Given the reactants [H-].[H-].[H-].[H-].[Li+].[Al+3].[N:7]([CH:10]1[CH2:15][N:14]([S:16]([C:19]2[CH:25]=[CH:24][C:22]([CH3:23])=[CH:21][CH:20]=2)(=[O:18])=[O:17])[CH2:13][C:12]([CH3:27])([CH3:26])[C:11]1=[O:28])=[N+]=[N-], predict the reaction product. The product is: [NH2:7][CH:10]1[CH2:15][N:14]([S:16]([C:19]2[CH:25]=[CH:24][C:22]([CH3:23])=[CH:21][CH:20]=2)(=[O:18])=[O:17])[CH2:13][C:12]([CH3:26])([CH3:27])[CH:11]1[OH:28].